Dataset: Full USPTO retrosynthesis dataset with 1.9M reactions from patents (1976-2016). Task: Predict the reactants needed to synthesize the given product. Given the product [C:23]([C:20]1[N:21]=[CH:22][C:17]([NH:16][C:12]2[N:13]=[CH:14][C:15]3[C:10]([CH:11]=2)=[CH:9][CH:8]=[CH:7][C:6]=3[NH:5][C:1](=[O:3])[CH3:2])=[N:18][CH:19]=1)#[N:24], predict the reactants needed to synthesize it. The reactants are: [C:1](Cl)(=[O:3])[CH3:2].[NH2:5][C:6]1[CH:7]=[CH:8][CH:9]=[C:10]2[C:15]=1[CH:14]=[N:13][C:12]([NH:16][C:17]1[N:18]=[CH:19][C:20]([C:23]#[N:24])=[N:21][CH:22]=1)=[CH:11]2.C(N(C(C)C)CC)(C)C.